Dataset: TCR-epitope binding with 47,182 pairs between 192 epitopes and 23,139 TCRs. Task: Binary Classification. Given a T-cell receptor sequence (or CDR3 region) and an epitope sequence, predict whether binding occurs between them. (1) The TCR CDR3 sequence is CASSNLPRDEQYF. Result: 0 (the TCR does not bind to the epitope). The epitope is LPPAYTNSF. (2) The epitope is GILGFVFTL. The TCR CDR3 sequence is CAVLSRYEQYF. Result: 0 (the TCR does not bind to the epitope). (3) The epitope is LLMPILTLT. The TCR CDR3 sequence is CSARDHKAMNTGELFF. Result: 0 (the TCR does not bind to the epitope). (4) The epitope is KPLEFGATSAAL. The TCR CDR3 sequence is CASSPPGGTLTEAFF. Result: 1 (the TCR binds to the epitope). (5) The epitope is VVYRGTTTY. The TCR CDR3 sequence is CASSLAGEGGNTIYF. Result: 0 (the TCR does not bind to the epitope).